Predict the reactants needed to synthesize the given product. From a dataset of Full USPTO retrosynthesis dataset with 1.9M reactions from patents (1976-2016). (1) Given the product [Cl:1][C:2]1[CH:3]=[C:4]2[C:9](=[CH:10][CH:11]=1)[N:8]=[C:7]([N:12]1[CH2:13][CH2:14][CH:15]([CH2:18][CH2:19][NH:20][C:22](=[O:23])[O:24][C:25]3[CH:26]=[CH:27][C:28]([N+:31]([O-:33])=[O:32])=[CH:29][CH:30]=3)[CH2:16][CH2:17]1)[CH:6]=[CH:5]2, predict the reactants needed to synthesize it. The reactants are: [Cl:1][C:2]1[CH:3]=[C:4]2[C:9](=[CH:10][CH:11]=1)[N:8]=[C:7]([N:12]1[CH2:17][CH2:16][CH:15]([CH2:18][CH2:19][NH2:20])[CH2:14][CH2:13]1)[CH:6]=[CH:5]2.Cl[C:22]([O:24][C:25]1[CH:30]=[CH:29][C:28]([N+:31]([O-:33])=[O:32])=[CH:27][CH:26]=1)=[O:23].C(N(CC)C(C)C)(C)C.C(OC(C)C)(C)C. (2) Given the product [CH2:39]([N:46]1[CH:51]=[C:50]([C:52]2[CH:53]=[CH:54][C:55]([F:58])=[CH:56][CH:57]=2)[C:49](=[O:59])[C:48]([C:60]([NH:35][C:34]2[CH:36]=[CH:37][C:31]([B:26]3[O:25][C:24]([CH3:38])([CH3:23])[C:28]([CH3:29])([CH3:30])[O:27]3)=[CH:32][CH:33]=2)=[O:61])=[CH:47]1)[C:40]1[CH:45]=[CH:44][CH:43]=[CH:42][CH:41]=1, predict the reactants needed to synthesize it. The reactants are: CCN=C=NCCCN(C)C.Cl.C1C=CC2N(O)N=NC=2C=1.[CH3:23][C:24]1([CH3:38])[C:28]([CH3:30])([CH3:29])[O:27][B:26]([C:31]2[CH:37]=[CH:36][C:34]([NH2:35])=[CH:33][CH:32]=2)[O:25]1.[CH2:39]([N:46]1[CH:51]=[C:50]([C:52]2[CH:57]=[CH:56][C:55]([F:58])=[CH:54][CH:53]=2)[C:49](=[O:59])[C:48]([C:60](O)=[O:61])=[CH:47]1)[C:40]1[CH:45]=[CH:44][CH:43]=[CH:42][CH:41]=1. (3) Given the product [CH2:1]([NH:4][C:5](=[O:25])[NH:6][C:7]1[N:12]=[CH:11][C:10]([C:27]2[C:28]([O:42][CH:43]3[CH2:48][CH2:47][O:46][CH2:45][CH2:44]3)=[N:29][CH:30]=[C:31]([C:32]([O:34][CH:35]3[CH2:40][CH2:39][O:38][CH2:37][CH2:36]3)=[O:33])[CH:41]=2)=[C:9]([C:16]2[S:17][CH:18]=[C:19]([C:21]([F:24])([F:23])[F:22])[N:20]=2)[CH:8]=1)[CH2:2][CH3:3], predict the reactants needed to synthesize it. The reactants are: [CH2:1]([NH:4][C:5](=[O:25])[NH:6][C:7]1[N:12]=[CH:11][C:10](B(O)O)=[C:9]([C:16]2[S:17][CH:18]=[C:19]([C:21]([F:24])([F:23])[F:22])[N:20]=2)[CH:8]=1)[CH2:2][CH3:3].Br[C:27]1[C:28]([O:42][CH:43]2[CH2:48][CH2:47][O:46][CH2:45][CH2:44]2)=[N:29][CH:30]=[C:31]([CH:41]=1)[C:32]([O:34][CH:35]1[CH2:40][CH2:39][O:38][CH2:37][CH2:36]1)=[O:33].C(=O)([O-])[O-].[K+].[K+].C(OCC)(=O)C. (4) Given the product [NH2:14][C:11]1[N:10]=[C:9]([NH2:15])[C:8]([O:7][C:6]2[C:5]([CH:17]([CH3:18])[CH3:19])=[CH:4][C:3]([O:20][CH2:21][CH2:22][OH:23])=[C:2]([I:1])[CH:16]=2)=[CH:13][N:12]=1, predict the reactants needed to synthesize it. The reactants are: [I:1][C:2]1[C:3]([O:20][CH2:21][CH2:22][O:23][Si](C)(C)C)=[CH:4][C:5]([CH:17]([CH3:19])[CH3:18])=[C:6]([CH:16]=1)[O:7][C:8]1[C:9]([NH2:15])=[N:10][C:11]([NH2:14])=[N:12][CH:13]=1. (5) Given the product [O:1]1[CH2:6][CH2:5][CH2:4][CH2:3][CH:2]1[O:7][CH2:8][CH2:9][C:10]#[C:11][CH2:18][OH:19], predict the reactants needed to synthesize it. The reactants are: [O:1]1[CH2:6][CH2:5][CH2:4][CH2:3][CH:2]1[O:7][CH2:8][CH2:9][C:10]#[CH:11].C[N+]1(C)C([C:18](OCC[N+](C)(C)C)=[O:19])CCC1.[I-].[I-].C([Mg]Cl)C.C=O.[Cl-].[NH4+]. (6) Given the product [F:11][C:10]([F:13])([F:12])[C:9]1[C:2]2[O:20][CH2:19][CH2:18][NH:17][CH2:4][C:3]=2[CH:6]=[C:7]([NH2:14])[CH:8]=1, predict the reactants needed to synthesize it. The reactants are: F[C:2]1[C:9]([C:10]([F:13])([F:12])[F:11])=[CH:8][C:7]([N+:14]([O-])=O)=[CH:6][C:3]=1[CH:4]=O.[NH2:17][CH2:18][CH2:19][OH:20].C([BH3-])#N.[Na+].C([O-])=O.[NH4+]. (7) Given the product [NH2:8][C:7]1[C:2]([CH3:1])=[C:3]([NH:12][C:13](=[O:15])[CH3:14])[C:4]([CH3:11])=[CH:5][CH:6]=1, predict the reactants needed to synthesize it. The reactants are: [CH3:1][C:2]1[C:7]([N+:8]([O-])=O)=[CH:6][CH:5]=[C:4]([CH3:11])[C:3]=1[NH:12][C:13](=[O:15])[CH3:14].